From a dataset of Catalyst prediction with 721,799 reactions and 888 catalyst types from USPTO. Predict which catalyst facilitates the given reaction. (1) Reactant: [CH2:1]([O:8][C:9]([NH:11][C:12]1[C:13]([C:30]([OH:32])=O)=[N:14][C:15]2[C:20]([CH:21]=1)=[CH:19][CH:18]=[C:17]([N:22]1[CH2:27][CH2:26][N:25]([CH3:28])[C:24](=[O:29])[CH2:23]1)[CH:16]=2)=[O:10])[C:2]1[CH:7]=[CH:6][CH:5]=[CH:4][CH:3]=1.[NH2:33][C:34]1[CH:35]=[N:36][CH:37]=[CH:38][C:39]=1[N:40]1[CH2:45][C@H:44]([CH3:46])[CH2:43][C@H:42]([NH:47][C:48](=[O:54])[O:49][C:50]([CH3:53])([CH3:52])[CH3:51])[CH2:41]1.CN(C(ON1N=NC2C=CC=NC1=2)=[N+](C)C)C.F[P-](F)(F)(F)(F)F.CCN(C(C)C)C(C)C. Product: [C:50]([O:49][C:48]([NH:47][C@H:42]1[CH2:43][C@@H:44]([CH3:46])[CH2:45][N:40]([C:39]2[CH:38]=[CH:37][N:36]=[CH:35][C:34]=2[NH:33][C:30]([C:13]2[C:12]([NH:11][C:9](=[O:10])[O:8][CH2:1][C:2]3[CH:3]=[CH:4][CH:5]=[CH:6][CH:7]=3)=[CH:21][C:20]3[C:15](=[CH:16][C:17]([N:22]4[CH2:27][CH2:26][N:25]([CH3:28])[C:24](=[O:29])[CH2:23]4)=[CH:18][CH:19]=3)[N:14]=2)=[O:32])[CH2:41]1)=[O:54])([CH3:51])([CH3:52])[CH3:53]. The catalyst class is: 3. (2) Reactant: [Cl:1][C:2]1[CH:7]=[CH:6][CH:5]=[CH:4][C:3]=1[C:8]1[N:12]2[C:13]3[C:18]([N:19]=[C:20]([CH3:21])[C:11]2=[C:10]([CH3:24])[N:9]=1)=[CH:17][C:16]([O:22]C)=[CH:15][CH:14]=3.B(Br)(Br)Br.C(=O)([O-])[O-].[K+].[K+]. Product: [Cl:1][C:2]1[CH:7]=[CH:6][CH:5]=[CH:4][C:3]=1[C:8]1[N:12]2[C:13]3[C:18]([N:19]=[C:20]([CH3:21])[C:11]2=[C:10]([CH3:24])[N:9]=1)=[CH:17][C:16]([OH:22])=[CH:15][CH:14]=3. The catalyst class is: 4. (3) Reactant: CC(C[AlH]CC(C)C)C.C(O[C:13](=O)[CH2:14][C:15]1([NH:19][C:20](=[O:27])[C:21]2[CH:26]=[CH:25][CH:24]=[CH:23][CH:22]=2)[CH2:18][CH2:17][CH2:16]1)C.C[OH:30].[NH4+].[Cl-]. Product: [C:20]([NH:19][C:15]1([C:14](=[O:30])[CH3:13])[CH2:18][CH2:17][CH2:16]1)(=[O:27])[C:21]1[CH:26]=[CH:25][CH:24]=[CH:23][CH:22]=1. The catalyst class is: 1. (4) Reactant: [Br:1][C:2]1[CH:9]=[CH:8][C:5]([C:6]#[N:7])=[C:4]([CH3:10])[CH:3]=1.[C:11]1([Mg]Br)[CH:16]=[CH:15][CH:14]=[CH:13][CH:12]=1.[BH4-].[Na+]. Product: [Br:1][C:2]1[CH:9]=[CH:8][C:5]([CH:6]([C:11]2[CH:16]=[CH:15][CH:14]=[CH:13][CH:12]=2)[NH2:7])=[C:4]([CH3:10])[CH:3]=1. The catalyst class is: 1. (5) Reactant: [CH:1]1([O:6][C:7]2[CH:8]=[C:9]([N:15]([CH2:29][C:30]3[CH:31]=[N:32][CH:33]=[CH:34][CH:35]=3)[C:16]3[CH:28]=[CH:27][CH:26]=[CH:25][C:17]=3[C:18]([O:20]C(C)(C)C)=[O:19])[CH:10]=[CH:11][C:12]=2[O:13][CH3:14])[CH2:5][CH2:4][CH2:3][CH2:2]1. Product: [CH:1]1([O:6][C:7]2[CH:8]=[C:9]([N:15]([CH2:29][C:30]3[CH:31]=[N:32][CH:33]=[CH:34][CH:35]=3)[C:16]3[CH:28]=[CH:27][CH:26]=[CH:25][C:17]=3[C:18]([OH:20])=[O:19])[CH:10]=[CH:11][C:12]=2[O:13][CH3:14])[CH2:5][CH2:4][CH2:3][CH2:2]1. The catalyst class is: 106. (6) Reactant: [O:1]=[C:2]1[C@@:6]2([CH2:11][CH2:10][CH2:9][N:8](C(OCC3C=CC=CC=3)=O)[CH2:7]2)[CH2:5][CH2:4][N:3]1[C@H:22]1[CH2:27][CH2:26][C@H:25]([O:28][Si:29]([CH2:34][CH3:35])([CH2:32][CH3:33])[CH2:30][CH3:31])[CH2:24][CH2:23]1.CO. Product: [CH2:32]([Si:29]([CH2:30][CH3:31])([CH2:34][CH3:35])[O:28][C@H:25]1[CH2:26][CH2:27][C@H:22]([N:3]2[CH2:4][CH2:5][C@:6]3([CH2:11][CH2:10][CH2:9][NH:8][CH2:7]3)[C:2]2=[O:1])[CH2:23][CH2:24]1)[CH3:33]. The catalyst class is: 45. (7) Reactant: Cl.[NH:2]1[CH2:7][CH2:6][C:5](=[CH:8][C:9]2[CH:10]=[C:11]([CH:23]=[CH:24][CH:25]=2)[O:12][C:13]2[CH:18]=[CH:17][C:16]([C:19]([F:22])([F:21])[F:20])=[CH:15][N:14]=2)[CH2:4][CH2:3]1.[CH3:26][C:27]1[CH:28]=[C:29]([NH:33][C:34](=O)[O:35]C2C=CC=CC=2)[CH:30]=[N:31][CH:32]=1.NC1C=NC=C(C)C=1.C(N(C(C)C)CC)(C)C. Product: [CH3:26][C:27]1[CH:28]=[C:29]([NH:33][C:34]([N:2]2[CH2:7][CH2:6][C:5](=[CH:8][C:9]3[CH:25]=[CH:24][CH:23]=[C:11]([O:12][C:13]4[CH:18]=[CH:17][C:16]([C:19]([F:22])([F:20])[F:21])=[CH:15][N:14]=4)[CH:10]=3)[CH2:4][CH2:3]2)=[O:35])[CH:30]=[N:31][CH:32]=1. The catalyst class is: 16. (8) Reactant: [NH2:1][C:2]1[C:3]([CH3:8])=[CH:4][CH:5]=[CH:6][CH:7]=1.C[Al](C)C.[I:13][C:14]1[CH:15]=[C:16]([CH:19]=[CH:20][CH:21]=1)[C:17]#N.ClCCl.C[OH:26]. Product: [I:13][C:14]1[CH:15]=[C:16]([CH:19]=[CH:20][CH:21]=1)[C:17]([NH:1][C:2]1[CH:7]=[CH:6][CH:5]=[CH:4][C:3]=1[CH3:8])=[O:26]. The catalyst class is: 11. (9) Reactant: [Br:1][C:2]1[C:3]2[CH2:4][C@@H:5]3[CH2:14][NH:13][CH2:12][CH2:11][N:6]3[C:7]=2[CH:8]=[CH:9][CH:10]=1.[O:15]1[CH2:19][CH2:18][NH:17][C:16]1=[O:20].[CH2:21]=O. Product: [Br:1][C:2]1[C:3]2[CH2:4][C@@H:5]3[CH2:14][N:13]([CH2:21][N:17]4[CH2:18][CH2:19][O:15][C:16]4=[O:20])[CH2:12][CH2:11][N:6]3[C:7]=2[CH:8]=[CH:9][CH:10]=1. The catalyst class is: 46. (10) Reactant: [CH3:1][O:2][C:3]1[CH:10]=[CH:9][C:6]([CH2:7][NH2:8])=[CH:5][CH:4]=1.[C:11]([O:15][CH2:16][CH3:17])(=[O:14])[CH:12]=O.FC(F)(F)C(O)=O.B(F)(F)F.CCOCC.C[Si](C)(C)[O:36][C:37]([CH:39]=[CH2:40])=[CH2:38]. Product: [CH2:16]([O:15][C:11]([CH:12]1[CH2:38][C:37](=[O:36])[CH2:39][CH2:40][N:8]1[CH2:7][C:6]1[CH:9]=[CH:10][C:3]([O:2][CH3:1])=[CH:4][CH:5]=1)=[O:14])[CH3:17]. The catalyst class is: 4.